This data is from Catalyst prediction with 721,799 reactions and 888 catalyst types from USPTO. The task is: Predict which catalyst facilitates the given reaction. (1) Reactant: [Br:1][C:2]1[CH:3]=[C:4]2[C:9](=[CH:10][CH:11]=1)[N:8]([CH3:12])[CH:7]=[C:6]([NH:13][C:14]([CH:16]1[CH2:18][CH2:17]1)=[O:15])[C:5]2=[O:19].[CH3:20]N(C)C=O.[H-].[Na+].IC. Product: [Br:1][C:2]1[CH:3]=[C:4]2[C:9](=[CH:10][CH:11]=1)[N:8]([CH3:12])[CH:7]=[C:6]([N:13]([CH3:20])[C:14]([CH:16]1[CH2:17][CH2:18]1)=[O:15])[C:5]2=[O:19]. The catalyst class is: 13. (2) Reactant: [CH2:1]([O:8][C:9]1[CH:14]=[CH:13][C:12]([C:15](=[O:25])[CH2:16][C:17]2[CH:22]=[CH:21][C:20]([O:23][CH3:24])=[CH:19][CH:18]=2)=[CH:11][CH:10]=1)[C:2]1[CH:7]=[CH:6][CH:5]=[CH:4][CH:3]=1.CC([O-])(C)C.[K+].Br[C:33]([CH3:39])([CH3:38])[C:34](C#N)=[O:35]. Product: [CH2:1]([O:8][C:9]1[CH:14]=[CH:13][C:12]([C:15]2[O:25][C:33]([CH3:39])([CH3:38])[C:34](=[O:35])[C:16]=2[C:17]2[CH:18]=[CH:19][C:20]([O:23][CH3:24])=[CH:21][CH:22]=2)=[CH:11][CH:10]=1)[C:2]1[CH:3]=[CH:4][CH:5]=[CH:6][CH:7]=1. The catalyst class is: 1.